Regression/Classification. Given a drug SMILES string, predict its absorption, distribution, metabolism, or excretion properties. Task type varies by dataset: regression for continuous measurements (e.g., permeability, clearance, half-life) or binary classification for categorical outcomes (e.g., BBB penetration, CYP inhibition). For this dataset (lipophilicity_astrazeneca), we predict Y. From a dataset of Experimental lipophilicity measurements (octanol/water distribution) for 4,200 compounds from AstraZeneca. (1) The Y is 1.92 logD. The molecule is Nc1[nH]nc2cccc(Cl)c12. (2) The drug is O=C(O)C1Cc2c([nH]c3ccccc23)C(c2ccccc2)N1. The Y is 0.780 logD.